The task is: Predict the reactants needed to synthesize the given product.. This data is from Full USPTO retrosynthesis dataset with 1.9M reactions from patents (1976-2016). Given the product [C:1]([O:5][C:6]([N:8]([CH2:11][C:12]1[N:13]([CH3:49])[C:14]2[CH:15]=[C:16]3[C@H:25]([OH:26])[C@H:24]([OH:27])[CH2:23][C:22]4[C:28]([OH:48])=[C:29]([C:44]([OH:46])=[O:45])[C:30](=[O:43])[NH:31][C:21]=4[C:17]3=[CH:18][C:19]=2[CH:20]=1)[CH2:9][CH3:10])=[O:7])([CH3:4])([CH3:2])[CH3:3], predict the reactants needed to synthesize it. The reactants are: [C:1]([O:5][C:6]([N:8]([CH2:11][C:12]1[N:13]([CH3:49])[C:14]2[CH:15]=[C:16]3[C@H:25]([OH:26])[C@H:24]([OH:27])[CH2:23][C:22]4[C:28]([OH:48])=[C:29]([C:44]([O:46]C)=[O:45])[C:30](=[O:43])[N:31](CC5C=CC(OC)=CC=5OC)[C:21]=4[C:17]3=[CH:18][C:19]=2[CH:20]=1)[CH2:9][CH3:10])=[O:7])([CH3:4])([CH3:3])[CH3:2].[Li+].[I-].Cl.